Dataset: Forward reaction prediction with 1.9M reactions from USPTO patents (1976-2016). Task: Predict the product of the given reaction. (1) Given the reactants [C:1]1([C:10]2[CH:15]=[CH:14][CH:13]=[CH:12][CH:11]=2)[C:2]([C:7](Cl)=[O:8])=[CH:3][CH:4]=[CH:5][CH:6]=1.[C:16]1([CH2:22][N:23]2[CH2:28][CH:27]=[C:26]([C:29]3[CH:34]=[CH:33][C:32]([NH2:35])=[CH:31][CH:30]=3)[CH2:25][CH2:24]2)[CH:21]=[CH:20][CH:19]=[CH:18][CH:17]=1, predict the reaction product. The product is: [C:16]1([CH2:22][N:23]2[CH2:24][CH:25]=[C:26]([C:29]3[CH:30]=[CH:31][C:32]([NH:35][C:7]([C:2]4[C:1]([C:10]5[CH:15]=[CH:14][CH:13]=[CH:12][CH:11]=5)=[CH:6][CH:5]=[CH:4][CH:3]=4)=[O:8])=[CH:33][CH:34]=3)[CH2:27][CH2:28]2)[CH:17]=[CH:18][CH:19]=[CH:20][CH:21]=1. (2) Given the reactants [CH2:1]([O:3][CH:4]([O:13][CH2:14][CH3:15])[CH2:5][N:6]=[CH:7][C:8]1[S:9][CH:10]=[CH:11][CH:12]=1)[CH3:2].[BH4-].[Na+], predict the reaction product. The product is: [CH2:14]([O:13][CH:4]([O:3][CH2:1][CH3:2])[CH2:5][NH:6][CH2:7][C:8]1[S:9][CH:10]=[CH:11][CH:12]=1)[CH3:15]. (3) Given the reactants C([O:8][C:9]1[CH:14]=[CH:13][N:12]=[C:11]([NH:15][C:16](=[O:22])[O:17][C:18]([CH3:21])([CH3:20])[CH3:19])[CH:10]=1)C1C=CC=CC=1, predict the reaction product. The product is: [OH:8][C:9]1[CH:14]=[CH:13][N:12]=[C:11]([NH:15][C:16](=[O:22])[O:17][C:18]([CH3:20])([CH3:19])[CH3:21])[CH:10]=1. (4) Given the reactants FC(F)(F)S(O[C@H:7]([CH3:12])[C:8]([O:10][CH3:11])=[O:9])(=O)=O.[NH2:15][C:16](C)([CH3:19])[CH2:17]O.C([O-])(O)=O.[Na+].CCOC(C)=O, predict the reaction product. The product is: [CH3:12][C@H:7]1[C:8](=[O:9])[O:10][CH2:11][C:16]([CH3:19])([CH3:17])[NH:15]1. (5) Given the reactants [C:18]1(P([C:14]2[CH:19]=[CH:18][CH:17]=[CH:16]C=2)[C:18]2[CH:19]=[CH:14]C=[CH:16][CH:17]=2)[CH:19]=[CH:14]C=[CH:16][CH:17]=1.[N+:20]([C:23]1[CH:28]=[CH:27][CH:26]=[CH:25][C:24]=1[S:29]([NH:32][C:33](=[O:39])[O:34][C:35]([CH3:38])([CH3:37])[CH3:36])(=[O:31])=[O:30])([O-:22])=[O:21].C1(O)CCC=C1.CCOC(/N=N/C(OCC)=O)=O, predict the reaction product. The product is: [CH:16]1([N:32]([S:29]([C:24]2[CH:25]=[CH:26][CH:27]=[CH:28][C:23]=2[N+:20]([O-:22])=[O:21])(=[O:31])=[O:30])[C:33](=[O:39])[O:34][C:35]([CH3:36])([CH3:38])[CH3:37])[CH2:17][CH2:18][CH:19]=[CH:14]1. (6) Given the reactants Br[C:2]1[CH:7]=[CH:6][C:5](/[CH:8]=[CH:9]/[C:10]2[N:11]([CH2:25][CH3:26])[CH:12]=[C:13]([C:15]3[CH:20]=[CH:19][C:18]([C:21]([F:24])([F:23])[F:22])=[CH:17][CH:16]=3)[N:14]=2)=[CH:4][CH:3]=1.[OH:27][C:28]1[CH:33]=[CH:32][C:31](B(O)O)=[CH:30][CH:29]=1, predict the reaction product. The product is: [CH2:25]([N:11]1[CH:12]=[C:13]([C:15]2[CH:20]=[CH:19][C:18]([C:21]([F:24])([F:23])[F:22])=[CH:17][CH:16]=2)[N:14]=[C:10]1/[CH:9]=[CH:8]/[C:5]1[CH:6]=[CH:7][C:2]([C:31]2[CH:32]=[CH:33][C:28]([OH:27])=[CH:29][CH:30]=2)=[CH:3][CH:4]=1)[CH3:26]. (7) Given the reactants [S:1]1[C:5]2[CH:6]=[CH:7][CH:8]=[CH:9][C:4]=2[CH:3]=[C:2]1[C:10]([NH:12][C@H:13]([C:18]([NH:20][CH:21]1[CH2:27][CH2:26][CH2:25][N:24](C(OC(C)(C)C)=O)[CH2:23][CH2:22]1)=[O:19])[CH2:14][CH:15]([CH3:17])[CH3:16])=[O:11].Cl, predict the reaction product. The product is: [NH:24]1[CH2:25][CH2:26][CH2:27][CH:21]([NH:20][C:18]([C@@H:13]([NH:12][C:10]([C:2]2[S:1][C:5]3[CH:6]=[CH:7][CH:8]=[CH:9][C:4]=3[CH:3]=2)=[O:11])[CH2:14][CH:15]([CH3:17])[CH3:16])=[O:19])[CH2:22][CH2:23]1. (8) Given the reactants [N+:1]([C:4]1[CH:11]=[CH:10][CH:9]=[CH:8][C:5]=1[CH2:6][OH:7])([O-:3])=[O:2].[C:12]1([CH3:22])[CH:17]=[CH:16][C:15]([S:18](Cl)(=[O:20])=[O:19])=[CH:14][CH:13]=1, predict the reaction product. The product is: [S:18]([C:15]1[CH:16]=[CH:17][C:12]([CH3:22])=[CH:13][CH:14]=1)([O:7][CH2:6][C:5]1[CH:8]=[CH:9][CH:10]=[CH:11][C:4]=1[N+:1]([O-:3])=[O:2])(=[O:20])=[O:19]. (9) Given the reactants [C:1]([C:4]1[CH:5]=[C:6]([C:22]2[CH:27]=[CH:26][C:25]([Cl:28])=[C:24]([Cl:29])[CH:23]=2)[CH:7]=[C:8]2[C:16]=1[NH:15][C:14]1[CH:13]=[CH:12][C:11]([C:17]([O:19]CC)=[O:18])=[CH:10][C:9]2=1)(=[O:3])[NH2:2].[OH-].[Na+].CCO, predict the reaction product. The product is: [C:1]([C:4]1[CH:5]=[C:6]([C:22]2[CH:27]=[CH:26][C:25]([Cl:28])=[C:24]([Cl:29])[CH:23]=2)[CH:7]=[C:8]2[C:16]=1[NH:15][C:14]1[CH:13]=[CH:12][C:11]([C:17]([OH:19])=[O:18])=[CH:10][C:9]2=1)(=[O:3])[NH2:2]. (10) Given the reactants [Cl:1][C:2]1[CH:3]=[C:4]([CH:8]=[CH:9][C:10]=1[O:11][CH:12]([CH3:14])[CH3:13])[C:5](O)=[O:6].[Cl:15]CCl.C(Cl)(=O)C(Cl)=O, predict the reaction product. The product is: [Cl:1][C:2]1[CH:3]=[C:4]([CH:8]=[CH:9][C:10]=1[O:11][CH:12]([CH3:14])[CH3:13])[C:5]([Cl:15])=[O:6].